Dataset: Full USPTO retrosynthesis dataset with 1.9M reactions from patents (1976-2016). Task: Predict the reactants needed to synthesize the given product. (1) The reactants are: [NH2:1][C:2]1[N:10]=[CH:9][N:8]=[C:7]2[C:3]=1[N:4]=[CH:5][N:6]2[C@H:11]1[C@@H:15]2[O:16]C(C)(C)[O:18][C@@H:14]2[C@@H:13]([CH2:21][N:22]([CH3:41])[CH2:23][CH2:24][CH2:25][NH:26][C:27]([NH:29][C:30]2[CH:35]=[CH:34][C:33]([Cl:36])=[C:32]([C:37]([F:40])([F:39])[F:38])[CH:31]=2)=[O:28])[O:12]1.C([O-])([O-])=O.[K+].[K+].O. Given the product [NH2:1][C:2]1[N:10]=[CH:9][N:8]=[C:7]2[C:3]=1[N:4]=[CH:5][N:6]2[C@@H:11]1[O:12][C@H:13]([CH2:21][N:22]([CH3:41])[CH2:23][CH2:24][CH2:25][NH:26][C:27]([NH:29][C:30]2[CH:35]=[CH:34][C:33]([Cl:36])=[C:32]([C:37]([F:38])([F:40])[F:39])[CH:31]=2)=[O:28])[C@@H:14]([OH:18])[CH:15]1[OH:16], predict the reactants needed to synthesize it. (2) The reactants are: Br[C:2]1[C:3]([N:22]2[CH2:26][CH2:25][C@@H:24]([OH:27])[CH2:23]2)=[N:4][CH:5]=[C:6]([CH:21]=1)[C:7]([NH:9][C:10]1[CH:15]=[CH:14][C:13]([O:16][C:17]([Cl:20])([F:19])[F:18])=[CH:12][CH:11]=1)=[O:8].[F:28][C:29]1[CH:30]=[C:31](B(O)O)[CH:32]=[N:33][CH:34]=1. Given the product [Cl:20][C:17]([F:19])([F:18])[O:16][C:13]1[CH:14]=[CH:15][C:10]([NH:9][C:7]([C:6]2[CH:21]=[C:2]([C:31]3[CH:32]=[N:33][CH:34]=[C:29]([F:28])[CH:30]=3)[C:3]([N:22]3[CH2:26][CH2:25][C@@H:24]([OH:27])[CH2:23]3)=[N:4][CH:5]=2)=[O:8])=[CH:11][CH:12]=1, predict the reactants needed to synthesize it. (3) Given the product [CH3:1][O:2][C:3]1[C:11]([N+:12]([O-:14])=[O:13])=[CH:10][CH:9]=[C:8]2[C:4]=1[CH2:5][CH2:6][C:7]2([O:15][Si:25]([CH3:27])([CH3:26])[CH3:24])[C:22]#[N:17], predict the reactants needed to synthesize it. The reactants are: [CH3:1][O:2][C:3]1[C:11]([N+:12]([O-:14])=[O:13])=[CH:10][CH:9]=[C:8]2[C:4]=1[CH2:5][CH2:6][C:7]2=[O:15].C[N+:17]1([O-])[CH2:22]COCC1.[CH3:24][Si:25](C#N)([CH3:27])[CH3:26]. (4) Given the product [CH3:34][C:31]1([CH3:33])[C:30]([CH3:35])([CH3:36])[O:29][B:28]([C:44]2[C:52]3[S:51][N:50]=[CH:49][C:48]=3[CH:47]=[CH:46][CH:45]=2)[O:32]1, predict the reactants needed to synthesize it. The reactants are: C1(P(C2CCCCC2)C2CCCCC2)CCCCC1.[CH3:35][C:30]1([CH3:36])[C:31]([CH3:34])([CH3:33])[O:32][B:28]([B:28]2[O:32][C:31]([CH3:34])([CH3:33])[C:30]([CH3:36])([CH3:35])[O:29]2)[O:29]1.C([O-])(=O)C.[K+].Br[C:44]1[C:52]2[S:51][N:50]=[CH:49][C:48]=2[CH:47]=[CH:46][CH:45]=1. (5) The reactants are: [CH2:1]([O:8][C:9]([N:11]1[CH2:16][CH2:15][CH:14]([CH:17]([C:23]([O:25][C:26]([CH3:29])([CH3:28])[CH3:27])=[O:24])[CH2:18][S:19](Cl)(=[O:21])=[O:20])[CH2:13][CH2:12]1)=[O:10])[C:2]1[CH:7]=[CH:6][CH:5]=[CH:4][CH:3]=1.[Cl:30][C:31]([Cl:57])([Cl:56])[CH2:32][O:33][C:34]([N:36]1[C:48]2[CH2:47][N:46](C(OC(C)(C)C)=O)[CH2:45][CH2:44][C:43]=2[C:42]2[C:37]1=[CH:38][CH:39]=[CH:40][CH:41]=2)=[O:35]. Given the product [Cl:57][C:31]([Cl:30])([Cl:56])[CH2:32][O:33][C:34]([N:36]1[C:48]2[CH2:47][N:46]([S:19]([CH2:18][CH:17]([CH:14]3[CH2:15][CH2:16][N:11]([C:9]([O:8][CH2:1][C:2]4[CH:7]=[CH:6][CH:5]=[CH:4][CH:3]=4)=[O:10])[CH2:12][CH2:13]3)[C:23]([O:25][C:26]([CH3:29])([CH3:28])[CH3:27])=[O:24])(=[O:21])=[O:20])[CH2:45][CH2:44][C:43]=2[C:42]2[C:37]1=[CH:38][CH:39]=[CH:40][CH:41]=2)=[O:35], predict the reactants needed to synthesize it.